From a dataset of Catalyst prediction with 721,799 reactions and 888 catalyst types from USPTO. Predict which catalyst facilitates the given reaction. (1) Reactant: Cl[C:2]1[CH:27]=[CH:26][C:5]([C:6]([NH:8][C:9]2[S:10][C:11]3[C:17]([N:18]4[CH2:23][CH2:22][O:21][CH2:20][CH2:19]4)=[CH:16][CH:15]=[C:14]([O:24][CH3:25])[C:12]=3[N:13]=2)=[O:7])=[CH:4][N:3]=1.[H-].[Na+].[CH2:30]([OH:33])[CH2:31][CH3:32]. Product: [CH3:25][O:24][C:14]1[C:12]2[N:13]=[C:9]([NH:8][C:6](=[O:7])[C:5]3[CH:26]=[CH:27][C:2]([O:33][CH2:30][CH2:31][CH3:32])=[N:3][CH:4]=3)[S:10][C:11]=2[C:17]([N:18]2[CH2:23][CH2:22][O:21][CH2:20][CH2:19]2)=[CH:16][CH:15]=1. The catalyst class is: 887. (2) Reactant: [CH:1]1[C:6]([C:7]#[N:8])=[CH:5][C:4]2[C:9]([CH2:12][CH2:13][CH2:14][CH2:15][N:16]3[CH2:21][CH2:20][N:19]([C:22]4[CH:23]=[CH:24][C:25]5[O:30][C:29]([C:31]([NH2:33])=[O:32])=[CH:28][C:26]=5[CH:27]=4)[CH2:18][CH2:17]3)=[CH:10][NH:11][C:3]=2[CH:2]=1.[Cl:34]CCl.C(O)C.Cl. Product: [CH:1]1[C:6]([C:7]#[N:8])=[CH:5][C:4]2[C:9]([CH2:12][CH2:13][CH2:14][CH2:15][N:16]3[CH2:17][CH2:18][N:19]([C:22]4[CH:23]=[CH:24][C:25]5[O:30][C:29]([C:31]([NH2:33])=[O:32])=[CH:28][C:26]=5[CH:27]=4)[CH2:20][CH2:21]3)=[CH:10][NH:11][C:3]=2[CH:2]=1.[ClH:34]. The catalyst class is: 6.